The task is: Predict the reaction yield, written as a fraction of the theoretical maximum amount of product (1.0 means a 100% yield; for example, 0.34 means a 34% yield).. This data is from Reaction yield outcomes from USPTO patents with 853,638 reactions. (1) The reactants are [F:1][C:2]1[CH:7]=[CH:6][C:5]([CH:8]2[C:13]3=[N:14][NH:15][C:16](=[O:21])[C:17]4[CH:18]=[CH:19][CH:20]=[C:11]([C:12]=43)[NH:10][CH:9]2[C:22]2[CH:29]=[CH:28][C:25]([CH:26]=O)=[CH:24][CH:23]=2)=[CH:4][CH:3]=1.[CH3:30][NH:31][CH3:32].C(O)(=O)C.C([BH3-])#N.[Na+]. The catalyst is CO. The product is [CH3:30][N:31]([CH2:26][C:25]1[CH:28]=[CH:29][C:22]([CH:9]2[NH:10][C:11]3[C:12]4[C:13](=[N:14][NH:15][C:16](=[O:21])[C:17]=4[CH:18]=[CH:19][CH:20]=3)[CH:8]2[C:5]2[CH:6]=[CH:7][C:2]([F:1])=[CH:3][CH:4]=2)=[CH:23][CH:24]=1)[CH3:32]. The yield is 0.240. (2) The reactants are [CH3:1][C:2]1[CH:6]=[C:5]([NH2:7])[N:4]([C:8]2[CH:13]=[CH:12][CH:11]=[C:10]([CH3:14])[N:9]=2)[N:3]=1.Cl[C:16]1[CH:24]=[C:23]([F:25])[C:22]([F:26])=[CH:21][C:17]=1[C:18]([OH:20])=[O:19].C(=O)([O-])[O-].[K+].[K+].Cl. The catalyst is CN(C)C=O.C([O-])(=O)C.[Cu+2].C([O-])(=O)C.O. The product is [F:25][C:23]1[C:22]([F:26])=[CH:21][C:17]([C:18]([OH:20])=[O:19])=[C:16]([NH:7][C:5]2[N:4]([C:8]3[CH:13]=[CH:12][CH:11]=[C:10]([CH3:14])[N:9]=3)[N:3]=[C:2]([CH3:1])[CH:6]=2)[CH:24]=1. The yield is 0.790. (3) The reactants are [CH3:1][N:2]([CH3:8])[CH2:3][C:4]([CH3:7])([NH2:6])[CH3:5].[C:9](ON1C(=O)CCC1=O)([O:11][CH2:12][C:13]1[CH:18]=[CH:17][CH:16]=[CH:15][CH:14]=1)=[O:10]. The catalyst is C(O)(C)C.O. The product is [CH3:1][N:2]([CH3:8])[CH2:3][C:4]([NH:6][C:9](=[O:10])[O:11][CH2:12][C:13]1[CH:18]=[CH:17][CH:16]=[CH:15][CH:14]=1)([CH3:7])[CH3:5]. The yield is 0.732. (4) The reactants are [C:1]([C:5]1[CH:10]=[CH:9][C:8]([S:11]([NH:14][C:15]2[CH:16]=[C:17]3[C:21](=[CH:22][CH:23]=2)[NH:20][C:19]([C:24](O)=[O:25])=[C:18]3[C:27]2[CH:32]=[CH:31][CH:30]=[C:29]([F:33])[CH:28]=2)(=[O:13])=[O:12])=[CH:7][CH:6]=1)([CH3:4])([CH3:3])[CH3:2].[NH2:34][CH:35]1[CH2:40][CH2:39][O:38][CH2:37][CH2:36]1. The catalyst is ClCCl.CO. The product is [O:38]1[CH2:39][CH2:40][CH:35]([NH:34][C:24]([C:19]2[NH:20][C:21]3[C:17]([C:18]=2[C:27]2[CH:32]=[CH:31][CH:30]=[C:29]([F:33])[CH:28]=2)=[CH:16][C:15]([NH:14][S:11]([C:8]2[CH:7]=[CH:6][C:5]([C:1]([CH3:2])([CH3:4])[CH3:3])=[CH:10][CH:9]=2)(=[O:13])=[O:12])=[CH:23][CH:22]=3)=[O:25])[CH2:36][CH2:37]1. The yield is 0.330. (5) The reactants are Cl[CH2:2][CH2:3][CH2:4][O:5][C:6]1[CH:15]=[C:14]2[C:9]([C:10]([O:16][C:17]3[CH:22]=[CH:21][C:20]([CH3:23])=[CH:19][C:18]=3[C:24]([C:26]3[CH:31]=[CH:30][CH:29]=[CH:28][CH:27]=3)=[O:25])=[CH:11][CH:12]=[N:13]2)=[CH:8][C:7]=1[O:32][CH3:33].[NH:34]1[CH2:39][CH2:38][CH:37]([CH2:40]CO)[CH2:36][CH2:35]1.C(=O)([O-])[O-:44].[K+].[K+].O. The catalyst is CN(C)C=O. The product is [OH:44][CH2:40][CH:37]1[CH2:36][CH2:35][N:34]([CH2:2][CH2:3][CH2:4][O:5][C:6]2[CH:15]=[C:14]3[C:9]([C:10]([O:16][C:17]4[CH:22]=[CH:21][C:20]([CH3:23])=[CH:19][C:18]=4[C:24]([C:26]4[CH:31]=[CH:30][CH:29]=[CH:28][CH:27]=4)=[O:25])=[CH:11][CH:12]=[N:13]3)=[CH:8][C:7]=2[O:32][CH3:33])[CH2:39][CH2:38]1. The yield is 0.750. (6) The reactants are [N+:1](=[C:3]([C:9](=[O:11])[CH3:10])[C:4]([O:6][CH2:7][CH3:8])=[O:5])=[N-].[C:12](N)(=[O:19])[C:13]1[CH:18]=[CH:17][CH:16]=[CH:15][CH:14]=1. The catalyst is ClCCCl.C([O-])(=O)C.C([O-])(=O)C.C([O-])(=O)C.C([O-])(=O)C.[Rh+3].[Rh+3]. The product is [C:12]([NH:1][CH:3]([C:9](=[O:11])[CH3:10])[C:4]([O:6][CH2:7][CH3:8])=[O:5])(=[O:19])[C:13]1[CH:18]=[CH:17][CH:16]=[CH:15][CH:14]=1. The yield is 0.500. (7) The reactants are [F:1][C:2]1[CH:3]=[C:4]2[C:8](=[CH:9][CH:10]=1)[NH:7][C:6]([CH3:11])=[CH:5]2.[H-].[Na+].Br[CH2:15][C:16]([O:18][CH3:19])=[O:17]. The catalyst is CN(C=O)C. The product is [F:1][C:2]1[CH:3]=[C:4]2[C:8](=[CH:9][CH:10]=1)[N:7]([CH2:15][C:16]([O:18][CH3:19])=[O:17])[C:6]([CH3:11])=[CH:5]2. The yield is 0.690.